From a dataset of Reaction yield outcomes from USPTO patents with 853,638 reactions. Predict the reaction yield, written as a fraction of the theoretical maximum amount of product (1.0 means a 100% yield; for example, 0.34 means a 34% yield). (1) The reactants are O[Li].O.C[O:5][C:6](=[O:21])[C:7]1[CH:12]=[C:11]([C:13]2[CH:18]=[CH:17][C:16]([CH3:19])=[CH:15][N:14]=2)[CH:10]=[C:9]([I:20])[CH:8]=1. The catalyst is O.C1COCC1. The product is [I:20][C:9]1[CH:8]=[C:7]([CH:12]=[C:11]([C:13]2[CH:18]=[CH:17][C:16]([CH3:19])=[CH:15][N:14]=2)[CH:10]=1)[C:6]([OH:21])=[O:5]. The yield is 0.930. (2) The reactants are [NH2:1][C:2]1[C:3]([C:13]([OH:15])=O)=[N:4][C:5]2[C:10]([CH:11]=1)=[CH:9][CH:8]=[C:7]([Br:12])[CH:6]=2.[NH2:16][C:17]1[CH:18]=[N:19][CH:20]=[CH:21][C:22]=1[N:23]1[CH2:28][CH2:27][CH2:26][C@H:25]([NH:29]C(=O)OC(C)(C)C)[CH2:24]1.CN(C(ON1N=NC2C=CC=NC1=2)=[N+](C)C)C.F[P-](F)(F)(F)(F)F.CCN(C(C)C)C(C)C. The catalyst is CN(C=O)C. The product is [NH2:1][C:2]1[C:3]([C:13]([NH:16][C:17]2[CH:18]=[N:19][CH:20]=[CH:21][C:22]=2[N:23]2[CH2:28][CH2:27][CH2:26][C@H:25]([NH2:29])[CH2:24]2)=[O:15])=[N:4][C:5]2[C:10]([CH:11]=1)=[CH:9][CH:8]=[C:7]([Br:12])[CH:6]=2. The yield is 0.220. (3) The reactants are [Cl:1][C:2]1[CH:7]=[CH:6][N:5]=[C:4]([C:8]([OH:10])=O)[CH:3]=1.Cl.CN(C)CCCN=C=NCC.O.N1(O)C2C=CC=CC=2N=N1.[N:34]1[CH:39]=[CH:38][C:37]([NH2:40])=[CH:36][CH:35]=1. The catalyst is CN(C=O)C.C(OCC)(=O)C.O.C(N(CC)CC)C. The product is [Cl:1][C:2]1[CH:7]=[CH:6][N:5]=[C:4]([C:8]([NH:40][C:37]2[CH:38]=[CH:39][N:34]=[CH:35][CH:36]=2)=[O:10])[CH:3]=1. The yield is 0.450. (4) The reactants are [F-].C([N+](CCCC)(CCCC)CCCC)CCC.[O:19]1[CH:23]=[CH:22][C:21]([C:24]2[CH:31]=[CH:30][C:27]([CH:28]=[O:29])=[CH:26][CH:25]=2)=[CH:20]1.[F:32][C:33]([Si](C)(C)C)([F:35])[F:34].Cl. The catalyst is C1COCC1. The product is [F:32][C:33]([F:35])([F:34])[CH:28]([C:27]1[CH:30]=[CH:31][C:24]([C:21]2[CH:22]=[CH:23][O:19][CH:20]=2)=[CH:25][CH:26]=1)[OH:29]. The yield is 0.830. (5) The reactants are [C:1]1([CH:7]([C:30]2[CH:35]=[CH:34][CH:33]=[CH:32][CH:31]=2)[CH2:8][CH2:9][N:10]([CH:24]2[CH2:29][CH2:28][NH:27][CH2:26][CH2:25]2)[C:11]([NH:13][C:14]2[CH:19]=[CH:18][CH:17]=[C:16]([C:20]([F:23])([F:22])[F:21])[CH:15]=2)=[O:12])[CH:6]=[CH:5][CH:4]=[CH:3][CH:2]=1.[C:36]1([N:42]=[C:43]=[O:44])[CH:41]=[CH:40][CH:39]=[CH:38][CH:37]=1. The catalyst is ClCCl. The product is [C:30]1([CH:7]([C:1]2[CH:6]=[CH:5][CH:4]=[CH:3][CH:2]=2)[CH2:8][CH2:9][N:10]([C:11]([NH:13][C:14]2[CH:19]=[CH:18][CH:17]=[C:16]([C:20]([F:21])([F:23])[F:22])[CH:15]=2)=[O:12])[CH:24]2[CH2:25][CH2:26][N:27]([C:43]([NH:42][C:36]3[CH:41]=[CH:40][CH:39]=[CH:38][CH:37]=3)=[O:44])[CH2:28][CH2:29]2)[CH:35]=[CH:34][CH:33]=[CH:32][CH:31]=1. The yield is 0.400. (6) The reactants are [OH:1][C:2]1[CH:9]=[CH:8][C:7]([O:10][CH2:11][OH:12])=[CH:6][C:3]=1[C:4]#[N:5].Cl[CH2:14][C:15]([C:17]1[CH:22]=[CH:21][C:20]([Cl:23])=[CH:19][C:18]=1[Cl:24])=[O:16].C(=O)([O-])[O-].[K+].[K+]. The catalyst is CN(C=O)C. The product is [NH2:5][C:4]1[C:3]2[CH:6]=[C:7]3[C:8]([O:12][CH2:11][O:10]3)=[CH:9][C:2]=2[O:1][C:14]=1[C:15]([C:17]1[CH:22]=[CH:21][C:20]([Cl:23])=[CH:19][C:18]=1[Cl:24])=[O:16]. The yield is 0.610. (7) The reactants are Cl.Cl.[CH2:3]([O:5][C:6]1[CH:7]=[C:8]2[C:13](=[C:14]3[CH2:18][C:17]([CH3:20])([CH3:19])[O:16][C:15]=13)[C:12]([C:21]1[CH:22]=[C:23]([NH2:27])[CH:24]=[CH:25][CH:26]=1)=[N:11][C:10]([CH3:29])([CH3:28])[CH2:9]2)[CH3:4].C(N(CC)CC)C.[N:37]([CH2:40][C:41](OCC)=[O:42])=[C:38]=[O:39]. The catalyst is O1CCCC1. The product is [CH2:3]([O:5][C:6]1[CH:7]=[C:8]2[C:13](=[C:14]3[CH2:18][C:17]([CH3:20])([CH3:19])[O:16][C:15]=13)[C:12]([C:21]1[CH:22]=[C:23]([N:27]3[C:41](=[O:42])[CH2:40][NH:37][C:38]3=[O:39])[CH:24]=[CH:25][CH:26]=1)=[N:11][C:10]([CH3:28])([CH3:29])[CH2:9]2)[CH3:4]. The yield is 0.850. (8) The reactants are [CH2:1]([O:8][C:9]1[C:18]2[C:17](=O)[O:16]C(C)(C)[O:14][C:13]=2[CH:12]=[C:11]([O:22][CH3:23])[CH:10]=1)[C:2]1[CH:7]=[CH:6][CH:5]=[CH:4][CH:3]=1.[H-].C([Al+]CC(C)C)C(C)C. The catalyst is ClCCl.C1(C)C=CC=CC=1. The product is [CH2:1]([O:8][C:9]1[CH:10]=[C:11]([O:22][CH3:23])[CH:12]=[C:13]([OH:14])[C:18]=1[CH:17]=[O:16])[C:2]1[CH:7]=[CH:6][CH:5]=[CH:4][CH:3]=1. The yield is 0.730.